From a dataset of Full USPTO retrosynthesis dataset with 1.9M reactions from patents (1976-2016). Predict the reactants needed to synthesize the given product. (1) Given the product [CH2:1]([O:3][C:4](=[O:17])[C@H:5]([O:7][C:8]1[C:13]([Cl:14])=[N:12][C:11]([Cl:15])=[N:10][C:9]=1[N:18]1[CH2:23][CH2:22][O:21][CH2:20][CH2:19]1)[CH3:6])[CH3:2], predict the reactants needed to synthesize it. The reactants are: [CH2:1]([O:3][C:4](=[O:17])[C@H:5]([O:7][C:8]1[C:9](Cl)=[N:10][C:11]([Cl:15])=[N:12][C:13]=1[Cl:14])[CH3:6])[CH3:2].[NH:18]1[CH2:23][CH2:22][O:21][CH2:20][CH2:19]1.C(N(CC)CC)C. (2) Given the product [Cl:54][C:55]1[N:60]=[CH:59][C:58]([NH:61][C:17](=[O:19])[CH2:16][C:15]2[C:5]3[C:4]4[C:8](=[CH:9][CH:10]=[C:2]([F:1])[CH:3]=4)[NH:7][C:6]=3[C:11](=[O:20])[NH:12][CH2:13][CH:14]=2)=[CH:57][CH:56]=1, predict the reactants needed to synthesize it. The reactants are: [F:1][C:2]1[CH:3]=[C:4]2[C:8](=[CH:9][CH:10]=1)[NH:7][C:6]1[C:11](=[O:20])[NH:12][CH2:13][CH:14]=[C:15]([CH2:16][C:17]([OH:19])=O)[C:5]2=1.CCN(C(C)C)C(C)C.CN(C(ON1N=NC2C=CC=NC1=2)=[N+](C)C)C.F[P-](F)(F)(F)(F)F.[Cl:54][C:55]1[N:60]=[CH:59][C:58]([NH2:61])=[CH:57][CH:56]=1. (3) Given the product [C:1]1([C:15]2[CH:20]=[CH:19][CH:18]=[CH:17][CH:16]=2)[CH:6]=[CH:5][CH:4]=[C:3]([N:7]2[CH:11]=[C:10]([C:12]([Cl:24])=[O:13])[N:9]=[CH:8]2)[CH:2]=1, predict the reactants needed to synthesize it. The reactants are: [C:1]1([C:15]2[CH:20]=[CH:19][CH:18]=[CH:17][CH:16]=2)[CH:6]=[CH:5][CH:4]=[C:3]([N:7]2[CH:11]=[C:10]([C:12](O)=[O:13])[N:9]=[CH:8]2)[CH:2]=1.C(Cl)(=O)C([Cl:24])=O. (4) Given the product [CH2:1]([O:8][C:9]([NH:11][CH2:12][CH2:13][CH2:14][C@@H:15]([C:29]([OH:31])=[O:30])[NH:16][C:17]([C:19]1[N:20]([CH3:28])[C:21]2[C:26]([CH:27]=1)=[CH:25][CH:24]=[CH:23][CH:22]=2)=[O:18])=[O:10])[C:2]1[CH:7]=[CH:6][CH:5]=[CH:4][CH:3]=1, predict the reactants needed to synthesize it. The reactants are: [CH2:1]([O:8][C:9]([NH:11][CH2:12][CH2:13][CH2:14][C@@H:15]([C:29]([O:31]C)=[O:30])[NH:16][C:17]([C:19]1[N:20]([CH3:28])[C:21]2[C:26]([CH:27]=1)=[CH:25][CH:24]=[CH:23][CH:22]=2)=[O:18])=[O:10])[C:2]1[CH:7]=[CH:6][CH:5]=[CH:4][CH:3]=1.C1COCC1.[OH-].[Na+].Cl. (5) The reactants are: [C:1](Cl)(=[O:8])[C:2]1[CH:7]=[CH:6][CH:5]=[N:4][CH:3]=1.[C:10]1([OH:16])[CH:15]=[CH:14][CH:13]=[CH:12][CH:11]=1.C(N(CC)CC)C.N1C=CC=CC=1. Given the product [C:1]([O:16][C:10]1[CH:15]=[CH:14][CH:13]=[CH:12][CH:11]=1)(=[O:8])[C:2]1[CH:7]=[CH:6][CH:5]=[N:4][CH:3]=1, predict the reactants needed to synthesize it. (6) Given the product [CH2:15]=[C:20]1[CH2:17][CH:18]([NH:32][C:33](=[O:39])[O:34][C:35]([CH3:38])([CH3:37])[CH3:36])[CH2:19]1, predict the reactants needed to synthesize it. The reactants are: [Br-].[C:19]1([PH+]([C:15]2[CH:20]=[CH:19][CH:18]=[CH:17]C=2)[C:19]2[CH:20]=[CH:15]C=[CH:17][CH:18]=2)[CH:20]=[CH:15]C=[CH:17][CH:18]=1.CC(C)([O-])C.[K+].O=C1CC([NH:32][C:33](=[O:39])[O:34][C:35]([CH3:38])([CH3:37])[CH3:36])C1. (7) Given the product [CH3:1][N:2]([C:7]1[CH:16]=[C:11]([CH:10]=[C:9]([C:17](=[O:19])[NH:37][CH:36]([C:29]2[CH:28]=[CH:27][CH:26]=[CH:25][CH:30]=2)[CH3:35])[CH:8]=1)[C:12]([O:14][CH3:15])=[O:13])[S:3]([CH3:6])(=[O:4])=[O:5], predict the reactants needed to synthesize it. The reactants are: [CH3:1][N:2]([C:7]1[CH:8]=[C:9]([C:17]([O:19]C)=O)[CH:10]=[C:11]([CH:16]=1)[C:12]([O:14][CH3:15])=[O:13])[S:3]([CH3:6])(=[O:5])=[O:4].C(Cl)CCl.[CH:25]1[CH:26]=[CH:27][C:28]2N(O)N=N[C:29]=2[CH:30]=1.[CH3:35][CH2:36][N:37](C(C)C)C(C)C.CNCC1C=CC=CC=1.